Dataset: Forward reaction prediction with 1.9M reactions from USPTO patents (1976-2016). Task: Predict the product of the given reaction. (1) Given the reactants [CH3:1][C:2]([CH3:62])([CH3:61])[C@H:3]([N:45]1[CH2:49][CH2:48][N:47]([CH2:50][C:51]2[CH:56]=[CH:55][CH:54]=[CH:53][C:52]=2[N+:57]([O-])=O)[C:46]1=[O:60])[C:4]([NH:6][C@@H:7]([CH2:38][C:39]1[CH:44]=[CH:43][CH:42]=[CH:41][CH:40]=1)[C@@H:8]([OH:37])[CH2:9][C@@H:10]([NH:24][C:25]([C@@H:27]([NH:32][C:33](=[O:36])[O:34][CH3:35])[C:28]([CH3:31])([CH3:30])[CH3:29])=[O:26])[CH2:11][C:12]1[CH:17]=[CH:16][C:15]([C:18]2[CH:23]=[CH:22][CH:21]=[CH:20][N:19]=2)=[CH:14][CH:13]=1)=[O:5], predict the reaction product. The product is: [NH2:57][C:52]1[CH:53]=[CH:54][CH:55]=[CH:56][C:51]=1[CH2:50][N:47]1[CH2:48][CH2:49][N:45]([C@@H:3]([C:2]([CH3:1])([CH3:61])[CH3:62])[C:4]([NH:6][C@@H:7]([CH2:38][C:39]2[CH:44]=[CH:43][CH:42]=[CH:41][CH:40]=2)[C@@H:8]([OH:37])[CH2:9][C@@H:10]([NH:24][C:25]([C@@H:27]([NH:32][C:33](=[O:36])[O:34][CH3:35])[C:28]([CH3:30])([CH3:29])[CH3:31])=[O:26])[CH2:11][C:12]2[CH:13]=[CH:14][C:15]([C:18]3[CH:23]=[CH:22][CH:21]=[CH:20][N:19]=3)=[CH:16][CH:17]=2)=[O:5])[C:46]1=[O:60]. (2) Given the reactants [Cl-].[Al+3].[Cl-].[Cl-].ClCCCl.[CH3:9][NH2:10].ClC(Cl)C.[Br:15][C:16]1[CH:17]=[C:18]2[C:22](=[CH:23][CH:24]=1)[C:21](=[O:25])[O:20][CH2:19]2, predict the reaction product. The product is: [Br:15][C:16]1[CH:24]=[CH:23][C:22]([C:21]([NH:10][CH3:9])=[O:25])=[C:18]([CH2:19][OH:20])[CH:17]=1. (3) Given the reactants Cl[C:2]1[N:7]=[C:6]([Cl:8])[N:5]=[CH:4][N:3]=1.CCN(C(C)C)C(C)C.[CH:18]1([S:23]([CH2:26][C:27]2[CH:28]=[C:29]([CH:31]=[CH:32][CH:33]=2)[NH2:30])(=[O:25])=[O:24])[CH2:22][CH2:21][CH2:20][CH2:19]1, predict the reaction product. The product is: [Cl:8][C:6]1[N:5]=[CH:4][N:3]=[C:2]([NH:30][C:29]2[CH:31]=[CH:32][CH:33]=[C:27]([CH2:26][S:23]([CH:18]3[CH2:19][CH2:20][CH2:21][CH2:22]3)(=[O:25])=[O:24])[CH:28]=2)[N:7]=1. (4) Given the reactants [Cl:1][C:2]1[CH:3]=[CH:4][C:5]([NH:8][C:9]([C:11]2[CH:16]=[C:15]([Cl:17])[CH:14]=[CH:13][C:12]=2[NH:18][C:19]([C:21]2[CH:26]=[CH:25][C:24]([S:27]([CH3:38])(=[N:29][C:30]([CH:32]3[CH2:37][CH2:36][NH:35][CH2:34][CH2:33]3)=[O:31])=[O:28])=[CH:23][CH:22]=2)=[O:20])=[O:10])=[N:6][CH:7]=1.[C:39](Cl)(=[O:41])[CH3:40], predict the reaction product. The product is: [Cl:1][C:2]1[CH:3]=[CH:4][C:5]([NH:8][C:9]([C:11]2[CH:16]=[C:15]([Cl:17])[CH:14]=[CH:13][C:12]=2[NH:18][C:19]([C:21]2[CH:22]=[CH:23][C:24]([S:27]([CH3:38])(=[N:29][C:30]([CH:32]3[CH2:37][CH2:36][N:35]([C:39](=[O:41])[CH3:40])[CH2:34][CH2:33]3)=[O:31])=[O:28])=[CH:25][CH:26]=2)=[O:20])=[O:10])=[N:6][CH:7]=1. (5) Given the reactants C([O:8][CH2:9][C@H:10]([O:34][C:35](=[O:55])[CH2:36][CH2:37][CH2:38][CH2:39][CH2:40][CH2:41][CH2:42][CH:43]1[CH2:45][CH:44]1[CH2:46][CH:47]1[CH2:49][CH:48]1[CH2:50][CH2:51][CH2:52][CH2:53][CH3:54])[CH2:11][O:12][C:13](=[O:33])[CH2:14][CH2:15][CH2:16][CH2:17][CH2:18][CH2:19][CH2:20][CH:21]1[CH2:23][CH:22]1[CH2:24][CH:25]1[CH2:27][CH:26]1[CH2:28][CH2:29][CH2:30][CH2:31][CH3:32])C1C=CC=CC=1, predict the reaction product. The product is: [CH2:28]([CH:26]1[CH2:27][CH:25]1[CH2:24][CH:22]1[CH2:23][CH:21]1[CH2:20][CH2:19][CH2:18][CH2:17][CH2:16][CH2:15][CH2:14][C:13]([O:12][CH2:11][C@H:10]([CH2:9][OH:8])[O:34][C:35](=[O:55])[CH2:36][CH2:37][CH2:38][CH2:39][CH2:40][CH2:41][CH2:42][CH:43]1[CH2:45][CH:44]1[CH2:46][CH:47]1[CH2:49][CH:48]1[CH2:50][CH2:51][CH2:52][CH2:53][CH3:54])=[O:33])[CH2:29][CH2:30][CH2:31][CH3:32]. (6) Given the reactants [C:1]([C:5]1[CH:10]=[CH:9][C:8]([C:11]2[C:16]3=[N:17][S:18](=[O:22])(=[O:21])[CH2:19][CH2:20][N:15]3[CH:14]=[CH:13][CH:12]=2)=[CH:7][CH:6]=1)([CH3:4])([CH3:3])[CH3:2], predict the reaction product. The product is: [C:1]([C:5]1[CH:10]=[CH:9][C:8]([CH:11]2[C:16]3=[N:17][S:18](=[O:21])(=[O:22])[CH2:19][CH2:20][N:15]3[CH2:14][CH2:13][CH2:12]2)=[CH:7][CH:6]=1)([CH3:4])([CH3:2])[CH3:3]. (7) Given the reactants C(=O)([O-])[O-].[K+].[K+].CS([C:11]1[N:16]=[C:15]([O:17][CH3:18])[CH:14]=[C:13]([O:19][CH3:20])[N:12]=1)(=O)=O.[C:21]([CH2:23][C:24]([O:26][C:27]([CH3:30])([CH3:29])[CH3:28])=[O:25])#[N:22], predict the reaction product. The product is: [C:21]([CH:23]([C:11]1[N:16]=[C:15]([O:17][CH3:18])[CH:14]=[C:13]([O:19][CH3:20])[N:12]=1)[C:24]([O:26][C:27]([CH3:30])([CH3:29])[CH3:28])=[O:25])#[N:22].